This data is from Forward reaction prediction with 1.9M reactions from USPTO patents (1976-2016). The task is: Predict the product of the given reaction. (1) Given the reactants [CH3:1][S:2]([C:5]1[CH:10]=[C:9]([C:11]2[CH:16]=[CH:15][N:14]=[CH:13][CH:12]=2)[CH:8]=[CH:7][C:6]=1[NH2:17])(=[O:4])=[O:3].[F:18][C:19]1[CH:32]=[CH:31][C:22]2[S:23][C:24]([S:27](Cl)(=[O:29])=[O:28])=[C:25]([CH3:26])[C:21]=2[CH:20]=1.[H-].[Na+], predict the reaction product. The product is: [CH3:1][S:2]([C:5]1[CH:10]=[C:9]([C:11]2[CH:12]=[CH:13][N:14]=[CH:15][CH:16]=2)[CH:8]=[CH:7][C:6]=1[NH:17][S:27]([C:24]1[S:23][C:22]2[CH:31]=[CH:32][C:19]([F:18])=[CH:20][C:21]=2[C:25]=1[CH3:26])(=[O:29])=[O:28])(=[O:4])=[O:3]. (2) Given the reactants [CH2:1]([O:8][C:9]1[CH:16]=[CH:15][C:12]([CH:13]=O)=[CH:11][C:10]=1[Cl:17])[C:2]1[CH:7]=[CH:6][CH:5]=[CH:4][CH:3]=1.FC(F)(F)S([O-])(=O)=O.[F:26][C:27]([F:49])([F:48])[CH2:28][P+](C1C=CC=CC=1)(C1C=CC=CC=1)C1C=CC=CC=1.[F-].[Cs+], predict the reaction product. The product is: [Cl:17][C:10]1[CH:11]=[C:12]([CH:13]=[CH:28][C:27]([F:49])([F:48])[F:26])[CH:15]=[CH:16][C:9]=1[O:8][CH2:1][C:2]1[CH:7]=[CH:6][CH:5]=[CH:4][CH:3]=1. (3) Given the reactants [C:1]([C:3]1[CH:21]=[C:20]([C:22]2[CH:27]=[CH:26][N:25]=[C:24]3[N:28](S(C4C=CC=CC=4)(=O)=O)[C:29]([C:31]4[CH:36]=[CH:35][C:34]([N:37]5[CH2:42][CH2:41][O:40][CH2:39][CH2:38]5)=[CH:33][CH:32]=4)=[CH:30][C:23]=23)[CH:19]=[CH:18][C:4]=1[O:5][C@@H:6]1[CH2:10][CH2:9][N:8]([C:11]([O:13][C:14]([CH3:17])([CH3:16])[CH3:15])=[O:12])[CH2:7]1)#[N:2].[OH-].[Na+], predict the reaction product. The product is: [C:14]([O:13][C:11]([N:8]1[CH2:9][CH2:10][C@@H:6]([O:5][C:4]2[CH:18]=[CH:19][C:20]([C:22]3[CH:27]=[CH:26][N:25]=[C:24]4[NH:28][C:29]([C:31]5[CH:36]=[CH:35][C:34]([N:37]6[CH2:38][CH2:39][O:40][CH2:41][CH2:42]6)=[CH:33][CH:32]=5)=[CH:30][C:23]=34)=[CH:21][C:3]=2[C:1]#[N:2])[CH2:7]1)=[O:12])([CH3:17])([CH3:15])[CH3:16]. (4) The product is: [Cl:1][C:2]1[CH:7]=[CH:6][C:5]([C:8]2[CH:13]=[CH:12][CH:11]=[CH:10][C:9]=2[CH2:14][N:15]2[CH2:16][CH2:17][N:18]([C:22]3[CH:29]=[CH:28][C:25]([C:26]#[N:27])=[CH:24][CH:23]=3)[CH2:19][CH2:20]2)=[CH:4][CH:3]=1. Given the reactants [Cl:1][C:2]1[CH:7]=[CH:6][C:5]([C:8]2[CH:13]=[CH:12][CH:11]=[CH:10][C:9]=2[CH2:14][N:15]2[CH2:20][CH2:19][NH:18][CH2:17][CH2:16]2)=[CH:4][CH:3]=1.F[C:22]1[CH:29]=[CH:28][C:25]([C:26]#[N:27])=[CH:24][CH:23]=1.C([O-])([O-])=O.[K+].[K+], predict the reaction product. (5) Given the reactants Br[C:2]1[CH:3]=[CH:4][C:5]([C:8]([O:10][C:11]([CH3:14])([CH3:13])[CH3:12])=[O:9])=[N:6][CH:7]=1.[F:15][C:16]1[CH:17]=[C:18](B(O)O)[CH:19]=[CH:20][CH:21]=1.C1(C)C=CC=CC=1.C([O-])([O-])=O.[Na+].[Na+], predict the reaction product. The product is: [F:15][C:16]1[CH:21]=[C:20]([C:2]2[CH:3]=[CH:4][C:5]([C:8]([O:10][C:11]([CH3:14])([CH3:13])[CH3:12])=[O:9])=[N:6][CH:7]=2)[CH:19]=[CH:18][CH:17]=1.